Dataset: Reaction yield outcomes from USPTO patents with 853,638 reactions. Task: Predict the reaction yield, written as a fraction of the theoretical maximum amount of product (1.0 means a 100% yield; for example, 0.34 means a 34% yield). The reactants are [F:1][C:2]1([F:18])[CH2:6][N:5](C(OC(C)(C)C)=O)[C@@H:4]([C:14]([O:16][CH3:17])=[O:15])[CH2:3]1.FC(F)(F)C(O)=O. The catalyst is ClCCl. The product is [F:18][C:2]1([F:1])[CH2:6][NH:5][C@@H:4]([C:14]([O:16][CH3:17])=[O:15])[CH2:3]1. The yield is 0.740.